From a dataset of Full USPTO retrosynthesis dataset with 1.9M reactions from patents (1976-2016). Predict the reactants needed to synthesize the given product. (1) Given the product [OH:69][C:66]1[CH:67]=[CH:68][C:63]([CH2:62][CH2:61][C:42]2[CH:41]=[CH:40][C:39]([OH:38])=[CH:60][C:43]=2[O:44][C:45]2[CH:59]=[CH:58][C:48]([O:49][CH2:50][CH2:51][N:52]3[CH2:53][CH2:54][CH2:55][CH2:56][CH2:57]3)=[CH:47][CH:46]=2)=[CH:64][CH:65]=1, predict the reactants needed to synthesize it. The reactants are: COC1C=CC(CCC2C=CC(OC)=CC=2)=C(C=1)OC1C=CC(O)=CC=1.Cl.ClCCN1CCCCC1.C[O:38][C:39]1[CH:40]=[CH:41][C:42]([CH2:61][CH2:62][C:63]2[CH:68]=[CH:67][C:66]([O:69]C)=[CH:65][CH:64]=2)=[C:43]([CH:60]=1)[O:44][C:45]1[CH:59]=[CH:58][C:48]([O:49][CH2:50][CH2:51][N:52]2[CH2:57][CH2:56][CH2:55][CH2:54][CH2:53]2)=[CH:47][CH:46]=1.Cl.N1C=CC=CC=1. (2) Given the product [CH:19]1([CH2:25][NH:26][C:13]2[C:12]([N+:16]([O-:18])=[O:17])=[CH:11][C:3]([NH:4][C:5]3[CH:10]=[CH:9][CH:8]=[CH:7][CH:6]=3)=[C:2]([F:1])[CH:14]=2)[CH2:24][CH2:23][CH2:22][CH2:21][CH2:20]1, predict the reactants needed to synthesize it. The reactants are: [F:1][C:2]1[CH:14]=[C:13](F)[C:12]([N+:16]([O-:18])=[O:17])=[CH:11][C:3]=1[NH:4][C:5]1[CH:10]=[CH:9][CH:8]=[CH:7][CH:6]=1.[CH:19]1([CH2:25][NH2:26])[CH2:24][CH2:23][CH2:22][CH2:21][CH2:20]1.CCN(C(C)C)C(C)C.Cl. (3) Given the product [CH:6]1([CH2:7][NH:8][C:9](=[O:36])[CH2:18][CH3:17])[CH2:32][CH2:33][CH2:3][CH2:4][CH2:5]1, predict the reactants needed to synthesize it. The reactants are: CO[C:3]1[CH:33]=[CH:32][C:6]([CH2:7][NH:8][C:9]2[C:18](/C=C(\C)/C(NCCC(C)(C)C)=O)=[CH:17]C3C(=CC=C(Br)C=3)N=2)=[CH:5][CH:4]=1.C([O-])(=[O:36])C.[K+].CC1(C)C(C)(C)OB(B2OC(C)(C)C(C)(C)O2)O1. (4) Given the product [F:8][C:3]1[C:2]([C:14]2[CH:13]=[CH:12][N:11]=[C:10]([CH3:9])[CH:15]=2)=[CH:7][CH:6]=[CH:5][N:4]=1, predict the reactants needed to synthesize it. The reactants are: Br[C:2]1[C:3]([F:8])=[N:4][CH:5]=[CH:6][CH:7]=1.[CH3:9][C:10]1[CH:15]=[C:14](B(O)O)[CH:13]=[CH:12][N:11]=1.C1(P(C2CCCCC2)C2C=CC=CC=2C2C(OC)=CC=CC=2OC)CCCCC1.C(=O)([O-])[O-].[Na+].[Na+].